This data is from Full USPTO retrosynthesis dataset with 1.9M reactions from patents (1976-2016). The task is: Predict the reactants needed to synthesize the given product. Given the product [F:8][C:9]1[CH:10]=[C:11]([C:15]2[CH:16]=[C:17]3[C:21](=[CH:22][CH:23]=2)[NH:20][N:19]=[C:18]3[C:30]([NH:32][C:33]2[CH:34]=[N:35][C:36]([C:39]([F:42])([F:40])[F:41])=[CH:37][CH:38]=2)=[O:31])[CH:12]=[N:13][CH:14]=1, predict the reactants needed to synthesize it. The reactants are: C(O)(C(F)(F)F)=O.[F:8][C:9]1[CH:10]=[C:11]([C:15]2[CH:16]=[C:17]3[C:21](=[CH:22][CH:23]=2)[N:20](C2CCCCO2)[N:19]=[C:18]3[C:30]([NH:32][C:33]2[CH:34]=[N:35][C:36]([C:39]([F:42])([F:41])[F:40])=[CH:37][CH:38]=2)=[O:31])[CH:12]=[N:13][CH:14]=1.C([SiH](CC)CC)C.